This data is from Reaction yield outcomes from USPTO patents with 853,638 reactions. The task is: Predict the reaction yield, written as a fraction of the theoretical maximum amount of product (1.0 means a 100% yield; for example, 0.34 means a 34% yield). (1) The reactants are O.[CH3:2][O:3][C:4]1[CH:9]=[CH:8][N+:7]([O-])=[CH:6][CH:5]=1.S([O-])([O-])(=O)=O.[Mg+2].COC1C=C[N+:22]([O-])=[CH:21]C=1.C[Si](C#N)(C)C.CN(C)C(Cl)=O. The catalyst is C(Cl)(Cl)Cl.ClCCl. The product is [C:21]([C:8]1[CH:9]=[C:4]([O:3][CH3:2])[CH:5]=[CH:6][N:7]=1)#[N:22]. The yield is 0.670. (2) The reactants are Br[C:2]1[CH:3]=[C:4]2[C:8](=[CH:9][CH:10]=1)[NH:7][C:6](=[O:11])[C:5]2([CH3:13])[CH3:12].[Cl:14][C:15]1[CH:16]=[C:17](B(O)O)[CH:18]=[CH:19][C:20]=1[F:21].C(=O)([O-])[O-].[K+].[K+].[Cl-].[NH4+]. The catalyst is C(COC)OC.O.C1C=CC([P]([Pd]([P](C2C=CC=CC=2)(C2C=CC=CC=2)C2C=CC=CC=2)([P](C2C=CC=CC=2)(C2C=CC=CC=2)C2C=CC=CC=2)[P](C2C=CC=CC=2)(C2C=CC=CC=2)C2C=CC=CC=2)(C2C=CC=CC=2)C2C=CC=CC=2)=CC=1. The product is [Cl:14][C:15]1[CH:16]=[C:17]([C:2]2[CH:3]=[C:4]3[C:8](=[CH:9][CH:10]=2)[NH:7][C:6](=[O:11])[C:5]3([CH3:13])[CH3:12])[CH:18]=[CH:19][C:20]=1[F:21]. The yield is 0.300. (3) The reactants are [CH2:1]([NH:13][C:14](=[O:36])[C:15]1[CH:20]=[C:19]([C:21]2[CH:26]=[CH:25][CH:24]=[C:23]([C:27]([F:30])([F:29])[F:28])[CH:22]=2)[C:18]([O:31][CH2:32][CH2:33]Br)=[C:17]([Br:35])[CH:16]=1)[CH2:2][CH2:3][CH2:4][CH2:5][CH2:6][CH2:7][CH2:8][CH2:9][CH2:10][CH2:11][CH3:12].[NH:37]1[CH2:42][CH2:41][O:40][CH2:39][CH2:38]1.C([O-])([O-])=O.[K+].[K+]. The catalyst is CC#N. The product is [CH2:1]([NH:13][C:14]([C:15]1[CH:20]=[C:19]([C:21]2[CH:26]=[CH:25][CH:24]=[C:23]([C:27]([F:30])([F:28])[F:29])[CH:22]=2)[C:18]([O:31][CH2:32][CH2:33][N:37]2[CH2:42][CH2:41][O:40][CH2:39][CH2:38]2)=[C:17]([Br:35])[CH:16]=1)=[O:36])[CH2:2][CH2:3][CH2:4][CH2:5][CH2:6][CH2:7][CH2:8][CH2:9][CH2:10][CH2:11][CH3:12]. The yield is 1.00. (4) The reactants are Cl[C:2]([O:4][CH2:5][C:6]1[CH:11]=[CH:10][CH:9]=[CH:8][CH:7]=1)=[O:3].C(N(CC)CC)C.[C:19]([O:23][C:24]([NH:26][CH:27]1[CH2:30][NH:29][CH2:28]1)=[O:25])([CH3:22])([CH3:21])[CH3:20]. The catalyst is ClCCl. The product is [C:19]([O:23][C:24]([NH:26][CH:27]1[CH2:28][N:29]([C:2]([O:4][CH2:5][C:6]2[CH:11]=[CH:10][CH:9]=[CH:8][CH:7]=2)=[O:3])[CH2:30]1)=[O:25])([CH3:22])([CH3:20])[CH3:21]. The yield is 0.680. (5) The reactants are [Cl:1][C:2]1[CH:3]=[C:4]([C@@H:12]([CH2:23][CH:24]2[CH2:29][CH2:28][C:27](=[O:30])[CH2:26][CH2:25]2)[C:13]([NH:15][C:16]2[CH:21]=[N:20][C:19]([Cl:22])=[CH:18][N:17]=2)=[O:14])[CH:5]=[CH:6][C:7]=1[S:8]([CH3:11])(=[O:10])=[O:9].[BH4-].[Na+]. The catalyst is CO.C(OCC)(=O)C. The product is [Cl:1][C:2]1[CH:3]=[C:4]([C@@H:12]([CH2:23][CH:24]2[CH2:25][CH2:26][CH:27]([OH:30])[CH2:28][CH2:29]2)[C:13]([NH:15][C:16]2[CH:21]=[N:20][C:19]([Cl:22])=[CH:18][N:17]=2)=[O:14])[CH:5]=[CH:6][C:7]=1[S:8]([CH3:11])(=[O:9])=[O:10]. The yield is 0.963. (6) The reactants are Cl.[NH2:2][C:3]1([CH3:10])[CH2:8][CH2:7][CH:6]([OH:9])[CH2:5][CH2:4]1.[OH-].[Na+].[CH3:13][C:14]([O:17][C:18](O[C:18]([O:17][C:14]([CH3:16])([CH3:15])[CH3:13])=[O:19])=[O:19])([CH3:16])[CH3:15]. The catalyst is C1COCC1.O.O. The product is [OH:9][CH:6]1[CH2:7][CH2:8][C:3]([NH:2][C:18](=[O:19])[O:17][C:14]([CH3:16])([CH3:15])[CH3:13])([CH3:10])[CH2:4][CH2:5]1. The yield is 0.520. (7) No catalyst specified. The yield is 0.140. The reactants are [ClH:1].[NH2:2][C:3]1[N:8]=[CH:7][C:6](/[CH:9]=[CH:10]/[C:11]([OH:13])=O)=[CH:5][C:4]=1[CH2:14][N:15]1[CH2:20][CH2:19][N:18]([CH3:21])[CH2:17][CH2:16]1.Cl.[CH3:23][N:24]1[CH2:30][C:29]2[CH:31]=[C:32](/[CH:35]=[CH:36]/[C:37](O)=O)C=N[C:28]=2[NH:27][C:26](=O)[CH2:25]1.CNCC1N(C)C2C(C=1)=CC=CC=2.CNCC1C=CC2C(=CC=CC=2)C=1CCC. The product is [ClH:1].[NH2:2][C:3]1[N:8]=[CH:7][C:6](/[CH:9]=[CH:10]/[C:11]([N:27]([CH3:28])[CH2:26][C:25]2[N:24]([CH3:23])[C:30]3[C:36]([CH:37]=2)=[CH:35][CH:32]=[CH:31][CH:29]=3)=[O:13])=[CH:5][C:4]=1[CH2:14][N:15]1[CH2:20][CH2:19][N:18]([CH3:21])[CH2:17][CH2:16]1. (8) The reactants are [Cl:1][C:2]1[CH:9]=[CH:8][C:7]([C:10]([F:13])([F:12])[F:11])=[CH:6][C:3]=1[CH:4]=O.[C:14]([NH:17][NH2:18])([NH2:16])=[NH:15].Cl. No catalyst specified. The product is [ClH:1].[Cl:1][C:2]1[CH:9]=[CH:8][C:7]([C:10]([F:13])([F:12])[F:11])=[CH:6][C:3]=1[CH:4]=[N:18][NH:17][C:14]([NH2:16])=[NH:15]. The yield is 0.850.